Dataset: Forward reaction prediction with 1.9M reactions from USPTO patents (1976-2016). Task: Predict the product of the given reaction. (1) The product is: [CH2:1]([O:3][C:4](=[O:19])[CH:5]([CH3:22])[C:6]([C:8]1[CH:13]=[CH:12][C:11]([O:14][CH:15]([CH3:16])[CH3:17])=[C:10]([CH3:18])[CH:9]=1)=[O:7])[CH3:2]. Given the reactants [CH2:1]([O:3][C:4](=[O:19])[CH2:5][C:6]([C:8]1[CH:13]=[CH:12][C:11]([O:14][CH:15]([CH3:17])[CH3:16])=[C:10]([CH3:18])[CH:9]=1)=[O:7])[CH3:2].CI.[C:22](=O)([O-])[O-].[K+].[K+], predict the reaction product. (2) Given the reactants [OH:1][C:2]1[CH:11]=[C:10]2[C:5]([CH:6]=[C:7]([C:16]([O:18][CH2:19][CH3:20])=[O:17])[CH:8]([C:12]([F:15])([F:14])[F:13])[O:9]2)=[CH:4][CH:3]=1.B(F)(F)F.[CH3:25]COCC.C(=O)(O)[O-].[Na+].[CH2:35]1[CH2:40][CH2:39]CCC1, predict the reaction product. The product is: [C:40]([O:1][C:2]1[CH:11]=[C:10]2[C:5]([CH:6]=[C:7]([C:16]([O:18][CH2:19][CH3:20])=[O:17])[CH:8]([C:12]([F:15])([F:13])[F:14])[O:9]2)=[CH:4][CH:3]=1)([CH3:39])([CH3:35])[CH3:25]. (3) Given the reactants [C:1]1(=[O:7])[NH:5][C:4](=[O:6])[CH:3]=[CH:2]1.C(N(CC)CC)C.[Br:15][C:16]([CH3:21])(C)[C:17](Br)=[O:18], predict the reaction product. The product is: [Br:15][CH:16]([CH3:21])[C:17]([OH:18])=[O:6].[Br:15][CH:16]([CH3:21])[C:17]([OH:18])=[O:6].[Br:15][CH:16]([CH3:21])[C:17]([OH:18])=[O:6].[Br:15][CH:16]([CH3:21])[C:17]([OH:18])=[O:6].[C:4]1(=[O:6])[NH:5][C:1](=[O:7])[CH:2]=[CH:3]1.